The task is: Predict the reaction yield, written as a fraction of the theoretical maximum amount of product (1.0 means a 100% yield; for example, 0.34 means a 34% yield).. This data is from Reaction yield outcomes from USPTO patents with 853,638 reactions. (1) The reactants are [Cl:1]N1C(=O)CCC1=O.[Cl:9][CH2:10][C:11]1[N:12]=[C:13]2[CH:18]=[CH:17][CH:16]=[CH:15][N:14]2[CH:19]=1. The catalyst is C(Cl)Cl. The product is [Cl:1][C:19]1[N:14]2[CH:15]=[CH:16][CH:17]=[CH:18][C:13]2=[N:12][C:11]=1[CH2:10][Cl:9]. The yield is 0.760. (2) The reactants are [CH:1]([N:4]([S:12](=[O:16])(=[O:15])[NH:13]C)[C:5](=O)OC(C)(C)C)([CH3:3])[CH3:2].Cl. No catalyst specified. The product is [CH:1]([N:4]([CH3:5])[S:12]([NH2:13])(=[O:16])=[O:15])([CH3:3])[CH3:2]. The yield is 0.990. (3) The reactants are [NH2:1][NH2:2].[CH3:3][O:4][C:5]1[CH:10]=[CH:9][C:8]([C:11](=O)[CH2:12][C:13](=O)[C:14]([O:16][CH2:17][CH3:18])=[O:15])=[CH:7][CH:6]=1. The catalyst is C(O)C. The product is [CH3:3][O:4][C:5]1[CH:10]=[CH:9][C:8]([C:11]2[CH:12]=[C:13]([C:14]([O:16][CH2:17][CH3:18])=[O:15])[NH:1][N:2]=2)=[CH:7][CH:6]=1. The yield is 0.960. (4) The reactants are C([O:3][C:4](=[O:39])[CH2:5][CH2:6][CH2:7][CH2:8][N:9]1[CH2:14][CH2:13][N:12]([CH:15]([C:33]2[CH:38]=[CH:37][CH:36]=[CH:35][CH:34]=2)[CH2:16][O:17][CH2:18][C:19]2[CH:24]=[C:23]([C:25]([F:28])([F:27])[F:26])[CH:22]=[C:21]([C:29]([F:32])([F:31])[F:30])[CH:20]=2)[CH2:11][CH2:10]1)C.C(O)C.[OH-].[Na+].Cl. The catalyst is O. The product is [F:28][C:25]([F:26])([F:27])[C:23]1[CH:24]=[C:19]([CH:20]=[C:21]([C:29]([F:30])([F:31])[F:32])[CH:22]=1)[CH2:18][O:17][CH2:16][CH:15]([N:12]1[CH2:11][CH2:10][N:9]([CH2:8][CH2:7][CH2:6][CH2:5][C:4]([OH:39])=[O:3])[CH2:14][CH2:13]1)[C:33]1[CH:38]=[CH:37][CH:36]=[CH:35][CH:34]=1. The yield is 0.610.